Predict the reaction yield, written as a fraction of the theoretical maximum amount of product (1.0 means a 100% yield; for example, 0.34 means a 34% yield). From a dataset of Reaction yield outcomes from USPTO patents with 853,638 reactions. The reactants are [NH2:1][C:2]1[CH:3]=[C:4]([C:8]2[CH:17]=[C:16]3[C:11]([C:12]([N:32]4[CH2:37][CH2:36][O:35][CH2:34][CH2:33]4)=[N:13][C:14]([C:18]4[CH:19]=[N:20][C:21]([NH:24][C:25](=[O:31])[O:26][C:27]([CH3:30])([CH3:29])[CH3:28])=[N:22][CH:23]=4)=[N:15]3)=[CH:10][CH:9]=2)[CH:5]=[CH:6][CH:7]=1.[OH:38][C:39]([CH3:44])([CH3:43])[C:40](O)=[O:41].CN(C=O)C.CN(C(ON1N=NC2C=CC=NC1=2)=[N+](C)C)C.F[P-](F)(F)(F)(F)F. The catalyst is O. The product is [OH:38][C:39]([CH3:44])([CH3:43])[C:40]([NH:1][C:2]1[CH:3]=[C:4]([C:8]2[CH:17]=[C:16]3[C:11]([C:12]([N:32]4[CH2:33][CH2:34][O:35][CH2:36][CH2:37]4)=[N:13][C:14]([C:18]4[CH:19]=[N:20][C:21]([NH:24][C:25](=[O:31])[O:26][C:27]([CH3:29])([CH3:30])[CH3:28])=[N:22][CH:23]=4)=[N:15]3)=[CH:10][CH:9]=2)[CH:5]=[CH:6][CH:7]=1)=[O:41]. The yield is 0.600.